Predict the reactants needed to synthesize the given product. From a dataset of Full USPTO retrosynthesis dataset with 1.9M reactions from patents (1976-2016). (1) Given the product [CH3:8][C:9]1[CH:14]=[C:13]([NH:15][C:16]2[CH:17]=[CH:18][N:19]=[CH:20][C:21]=2[S:22]([NH:25][C:26]([NH:28][CH:29]([CH3:31])[CH3:30])=[O:27])(=[O:23])=[O:24])[CH:12]=[CH:11][CH:10]=1.[ClH:32], predict the reactants needed to synthesize it. The reactants are: CS(C)=O.C(#N)C.[CH3:8][C:9]1[CH:14]=[C:13]([NH:15][C:16]2[CH:17]=[CH:18][N:19]=[CH:20][C:21]=2[S:22]([NH:25][C:26]([NH:28][CH:29]([CH3:31])[CH3:30])=[O:27])(=[O:24])=[O:23])[CH:12]=[CH:11][CH:10]=1.[ClH:32]. (2) Given the product [CH2:36]([O:35][C:28]1[CH:27]=[C:26]2[C:31]([C:32](=[O:33])[N:23]([CH2:22][O:21][C:15](=[O:20])[C:16]([CH3:17])([CH3:18])[CH3:19])[CH:24]=[N:25]2)=[C:30]([O:1][CH2:2][C@H:3]2[CH2:7][CH2:6][CH2:5][N:4]2[C:8]([O:10][C:11]([CH3:14])([CH3:13])[CH3:12])=[O:9])[CH:29]=1)[C:37]1[CH:42]=[CH:41][CH:40]=[CH:39][CH:38]=1, predict the reactants needed to synthesize it. The reactants are: [OH:1][CH2:2][C@H:3]1[CH2:7][CH2:6][CH2:5][N:4]1[C:8]([O:10][C:11]([CH3:14])([CH3:13])[CH3:12])=[O:9].[C:15]([O:21][CH2:22][N:23]1[C:32](=[O:33])[C:31]2[C:26](=[CH:27][C:28]([O:35][CH2:36][C:37]3[CH:42]=[CH:41][CH:40]=[CH:39][CH:38]=3)=[CH:29][C:30]=2O)[N:25]=[CH:24]1)(=[O:20])[C:16]([CH3:19])([CH3:18])[CH3:17].C1(P(C2C=CC=CC=2)C2C=CC=CC=2)C=CC=CC=1.CC(OC(/N=N/C(OC(C)(C)C)=O)=O)(C)C. (3) Given the product [C:2]([O-:4])(=[O:3])[CH3:1].[Cu+2:9].[C:6]([O-:8])(=[O:7])[CH3:5], predict the reactants needed to synthesize it. The reactants are: [CH3:1][C:2]([O-:4])=[O:3].[CH3:5][C:6]([O-:8])=[O:7].[Cu+2:9].O.C1(C(O)=O)C=C(C(O)=O)C=C(C(O)=O)C=1.CO. (4) Given the product [F:1][C:2]1[CH:3]=[CH:4][C:5]([C@H:8]([N:10]([CH2:30][C:31]2[CH:32]=[CH:33][C:34]([C:37]([O:39][CH3:40])=[O:38])=[CH:35][CH:36]=2)[C:11]([C@@H:13]2[CH2:22][C:21]3[C:16](=[CH:17][CH:18]=[CH:19][CH:20]=3)[CH2:15][NH:14]2)=[O:12])[CH3:9])=[CH:6][CH:7]=1, predict the reactants needed to synthesize it. The reactants are: [F:1][C:2]1[CH:7]=[CH:6][C:5]([C@H:8]([N:10]([CH2:30][C:31]2[CH:36]=[CH:35][C:34]([C:37]([O:39][CH3:40])=[O:38])=[CH:33][CH:32]=2)[C:11]([C@@H:13]2[CH2:22][C:21]3[C:16](=[CH:17][CH:18]=[CH:19][CH:20]=3)[CH2:15][N:14]2C(OC(C)(C)C)=O)=[O:12])[CH3:9])=[CH:4][CH:3]=1.Cl. (5) Given the product [C:1]([O:5][C:6]([N:8]([CH2:26][C:27]([O:29][C:30]([CH3:33])([CH3:32])[CH3:31])=[O:28])[C:9]1[CH:14]=[CH:13][CH:12]=[C:11]([CH:15]([CH2:46][C:45]2[CH:48]=[CH:49][C:42]([C:38]3([CH2:34][CH2:35][CH2:36][CH3:37])[CH2:39][CH2:40][CH2:41]3)=[CH:43][CH:44]=2)[NH:16][S:17]([C:20]2[CH:25]=[CH:24][CH:23]=[CH:22][N:21]=2)(=[O:19])=[O:18])[N:10]=1)=[O:7])([CH3:4])([CH3:3])[CH3:2], predict the reactants needed to synthesize it. The reactants are: [C:1]([O:5][C:6]([N:8]([CH2:26][C:27]([O:29][C:30]([CH3:33])([CH3:32])[CH3:31])=[O:28])[C:9]1[CH:14]=[CH:13][CH:12]=[C:11]([CH2:15][NH:16][S:17]([C:20]2[CH:25]=[CH:24][CH:23]=[CH:22][N:21]=2)(=[O:19])=[O:18])[N:10]=1)=[O:7])([CH3:4])([CH3:3])[CH3:2].[CH2:34]([C:38]1([C:42]2[CH:49]=[CH:48][C:45]([CH2:46]O)=[CH:44][CH:43]=2)[CH2:41][CH2:40][CH2:39]1)[CH2:35][CH2:36][CH3:37].C(P(CCCC)CCCC)CCC.CN(C)C(N=NC(N(C)C)=O)=O. (6) Given the product [NH2:1][C:2]1[C:11]([C:12]([NH:14][C:15]2[S:19][N:18]=[C:17]([CH3:20])[C:16]=2[C:27]2[N:28]([CH3:32])[CH:29]=[N:30][CH:31]=2)=[O:13])=[C:5]2[N:6]=[CH:7][C:8]([F:10])=[CH:9][N:4]2[N:3]=1, predict the reactants needed to synthesize it. The reactants are: [NH2:1][C:2]1[C:11]([C:12]([NH:14][C:15]2[S:19][N:18]=[C:17]([CH3:20])[C:16]=2Br)=[O:13])=[C:5]2[N:6]=[CH:7][C:8]([F:10])=[CH:9][N:4]2[N:3]=1.C([Sn](CCCC)(CCCC)[C:27]1[N:28]([CH3:32])[CH:29]=[N:30][CH:31]=1)CCC.